Dataset: Tox21: 12 toxicity assays (nuclear receptors and stress response pathways). Task: Binary classification across 12 toxicity assays. (1) The molecule is COc1ccc2c(=O)c(C)c(-c3ccccc3)oc2c1CN(C)C. It tested positive (active) for: NR-AhR (Aryl hydrocarbon Receptor agonist activity), and NR-Aromatase (Aromatase enzyme inhibition). (2) It tested positive (active) for: NR-AhR (Aryl hydrocarbon Receptor agonist activity). The compound is CC1CC(=O)NN=C1c1ccc(NCC(C)(C)NCC(O)COc2cc(Cl)ccc2C#N)cc1. (3) The drug is Cc1ccc2c(Br)cc(Br)c(O)c2n1. It tested positive (active) for: NR-AhR (Aryl hydrocarbon Receptor agonist activity), SR-ATAD5 (ATAD5 genotoxicity (DNA damage)), SR-HSE (Heat Shock Element response), and SR-MMP (Mitochondrial Membrane Potential disruption). (4) The drug is O=[N+]([O-])c1c(Cl)c(Cl)c(Cl)c(Cl)c1Cl. It tested positive (active) for: SR-ARE (Antioxidant Response Element (oxidative stress)). (5) The drug is O=C1c2ccccc2C(=O)c2c(O)c(O)cc(O)c21. It tested positive (active) for: NR-AhR (Aryl hydrocarbon Receptor agonist activity), SR-ARE (Antioxidant Response Element (oxidative stress)), and SR-MMP (Mitochondrial Membrane Potential disruption).